Dataset: Full USPTO retrosynthesis dataset with 1.9M reactions from patents (1976-2016). Task: Predict the reactants needed to synthesize the given product. (1) Given the product [CH3:19][N:20]([CH3:22])[CH:21]=[CH:2][C:1]([C:4]1[CH:9]=[CH:8][CH:7]=[C:6]([NH:10][CH3:11])[CH:5]=1)=[O:3], predict the reactants needed to synthesize it. The reactants are: [C:1]([C:4]1[CH:5]=[C:6]([NH:10][C:11](=O)C(F)(F)F)[CH:7]=[CH:8][CH:9]=1)(=[O:3])[CH3:2].CO[CH:19](OC)[N:20]([CH3:22])[CH3:21].O. (2) Given the product [Cl:11][C:12]1[CH:19]=[CH:18][C:15]([C:16]#[N:17])=[C:14]([O:5][CH:4]([C:6]2[O:10][N:9]=[CH:8][CH:7]=2)[CH2:3][CH2:2][Cl:1])[CH:13]=1, predict the reactants needed to synthesize it. The reactants are: [Cl:1][CH2:2][CH2:3][CH:4]([C:6]1[O:10][N:9]=[CH:8][CH:7]=1)[OH:5].[Cl:11][C:12]1[CH:19]=[CH:18][C:15]([C:16]#[N:17])=[C:14](O)[CH:13]=1. (3) Given the product [CH2:6]([O:24][CH2:25][CH2:26][O:27][CH2:28][CH2:29][OH:30])[C:5]#[CH:10].[CH2:19]([OH:20])[C@H:8]1[O:7][C@H:6]([O-:24])[C@@H:5]([OH:4])[C@@H:10]([OH:11])[C@@H:9]1[OH:15], predict the reactants needed to synthesize it. The reactants are: C([O:4][C@H:5]1[C@@H:10]([O:11]C(=O)C)[C@H:9]([O:15]C(=O)C)[C@@H:8]([CH2:19][O:20]C(=O)C)[O:7][C@@H:6]1[O:24][CH2:25][CH2:26][O:27][CH2:28][CH2:29][O:30]CC#C)(=O)C.C[O-].[Na+]. (4) Given the product [CH3:1][O:2][C:3](=[O:39])[CH2:4][CH2:5][C:6]1[CH:7]=[C:8]2[C:14]([C:15](=[O:38])[C:16]3[C:21]([F:22])=[CH:20][CH:19]=[C:18]([NH:23][S:24]([C:27]4[CH:32]=[CH:31][C:30]([C:33]([F:34])([F:35])[F:36])=[CH:29][CH:28]=4)(=[O:26])=[O:25])[C:17]=3[F:37])=[CH:13][NH:12][C:9]2=[N:10][CH:11]=1, predict the reactants needed to synthesize it. The reactants are: [CH3:1][O:2][C:3](=[O:39])/[CH:4]=[CH:5]/[C:6]1[CH:7]=[C:8]2[C:14]([C:15](=[O:38])[C:16]3[C:21]([F:22])=[CH:20][CH:19]=[C:18]([NH:23][S:24]([C:27]4[CH:32]=[CH:31][C:30]([C:33]([F:36])([F:35])[F:34])=[CH:29][CH:28]=4)(=[O:26])=[O:25])[C:17]=3[F:37])=[CH:13][NH:12][C:9]2=[N:10][CH:11]=1.CO.